This data is from Catalyst prediction with 721,799 reactions and 888 catalyst types from USPTO. The task is: Predict which catalyst facilitates the given reaction. Reactant: [OH-].[Ba+2].[OH-].[Cl:4][C:5]1[C:9]([Cl:10])=[C:8]([CH3:11])[NH:7][C:6]=1[C:12]([NH:14][CH:15]1[C:20]2([O:24][CH2:23][CH2:22][O:21]2)[CH2:19][N:18](C(OC)=O)[CH2:17][CH2:16]1)=[O:13]. Product: [Cl:4][C:5]1[C:9]([Cl:10])=[C:8]([CH3:11])[NH:7][C:6]=1[C:12]([NH:14][CH:15]1[C:20]2([O:24][CH2:23][CH2:22][O:21]2)[CH2:19][NH:18][CH2:17][CH2:16]1)=[O:13]. The catalyst class is: 24.